The task is: Predict the reactants needed to synthesize the given product.. This data is from Full USPTO retrosynthesis dataset with 1.9M reactions from patents (1976-2016). The reactants are: C(OC([N:8]1[CH2:13][CH2:12][N:11]([C:14]2[CH:19]=[C:18]([NH:20][S:21]([C:24]3[CH:29]=[CH:28][CH:27]=[C:26]([O:30][CH:31]([F:33])[F:32])[CH:25]=3)(=[O:23])=[O:22])[CH:17]=[CH:16][C:15]=2[CH3:34])[CH2:10][CH2:9]1)=O)(C)(C)C.[ClH:35]. Given the product [ClH:35].[F:33][CH:31]([F:32])[O:30][C:26]1[CH:25]=[C:24]([S:21]([NH:20][C:18]2[CH:17]=[CH:16][C:15]([CH3:34])=[C:14]([N:11]3[CH2:10][CH2:9][NH:8][CH2:13][CH2:12]3)[CH:19]=2)(=[O:22])=[O:23])[CH:29]=[CH:28][CH:27]=1, predict the reactants needed to synthesize it.